Dataset: Catalyst prediction with 721,799 reactions and 888 catalyst types from USPTO. Task: Predict which catalyst facilitates the given reaction. (1) Reactant: Cl[C:2]([O:4][CH:5]([Cl:7])[CH3:6])=[O:3].[CH2:8]1[O:12][CH2:11][O:10][CH:9]1[CH2:13][OH:14].N1C=CC=CC=1. Product: [C:2](=[O:3])([O:14][CH:13]1[CH2:9][O:10][CH2:11][O:12][CH2:8]1)[O:4][CH:5]([Cl:7])[CH3:6]. The catalyst class is: 7. (2) Reactant: [C:1]([O:5][C:6]([NH:8][C@H:9]1[CH2:14][C@@H:13]([F:15])[CH2:12][N:11]([C:16](OCC2C=CC=CC=2)=O)[CH2:10]1)=[O:7])([CH3:4])([CH3:3])[CH3:2].CCN(C(C)C)C(C)C.ClC1[CH:41]=[CH:40][N:39]=[CH:38][C:37]=1[N+:42]([O-:44])=[O:43]. Product: [F:15][C@H:13]1[CH2:12][N:11]([C:16]2[CH:41]=[CH:40][N:39]=[CH:38][C:37]=2[N+:42]([O-:44])=[O:43])[CH2:10][C@@H:9]([NH:8][C:6](=[O:7])[O:5][C:1]([CH3:2])([CH3:3])[CH3:4])[CH2:14]1. The catalyst class is: 43. (3) Reactant: [CH3:1][C@H:2]([C:15]([OH:17])=[O:16])[C:3]1[CH:8]=[CH:7][C:6]2[CH:9]=[C:10]([O:13][CH3:14])[CH:11]=[CH:12][C:5]=2[CH:4]=1.[F:18][C:19]([F:27])([C:23]([F:26])([F:25])[F:24])[CH:20](O)[CH3:21].C(Cl)CCl. Product: [CH3:14][O:13][C:10]1[CH:9]=[C:6]2[C:5](=[CH:12][CH:11]=1)[CH:4]=[C:3]([CH:2]([CH3:1])[C:15]([O:17][C@H:20]([C:19]([F:27])([F:18])[C:23]([F:26])([F:25])[F:24])[CH3:21])=[O:16])[CH:8]=[CH:7]2. The catalyst class is: 79.